Dataset: TCR-epitope binding with 47,182 pairs between 192 epitopes and 23,139 TCRs. Task: Binary Classification. Given a T-cell receptor sequence (or CDR3 region) and an epitope sequence, predict whether binding occurs between them. (1) The epitope is EEHVQIHTI. The TCR CDR3 sequence is CASSYSYGYTF. Result: 0 (the TCR does not bind to the epitope). (2) The epitope is HPVGEADYFEY. The TCR CDR3 sequence is CASSQEQRGEAFF. Result: 0 (the TCR does not bind to the epitope). (3) The epitope is KAFSPEVIPMF. The TCR CDR3 sequence is CASSLMSGTDTQYF. Result: 1 (the TCR binds to the epitope). (4) The epitope is QECVRGTTVL. The TCR CDR3 sequence is CASSLSRDTGTQYF. Result: 1 (the TCR binds to the epitope). (5) The epitope is GTSGSPIINR. The TCR CDR3 sequence is CASSYSTSGYEQYF. Result: 0 (the TCR does not bind to the epitope).